Dataset: Full USPTO retrosynthesis dataset with 1.9M reactions from patents (1976-2016). Task: Predict the reactants needed to synthesize the given product. (1) Given the product [F:17][C:18]1[CH:19]=[CH:20][C:21]([N:24]2[CH:28]=[CH:27][C:26]([O:29][CH2:2][C:3]3[C:8]([Cl:9])=[CH:7][CH:6]=[CH:5][C:4]=3[N:10]3[C:14](=[O:15])[N:13]([CH3:16])[N:12]=[N:11]3)=[N:25]2)=[CH:22][CH:23]=1, predict the reactants needed to synthesize it. The reactants are: Br[CH2:2][C:3]1[C:8]([Cl:9])=[CH:7][CH:6]=[CH:5][C:4]=1[N:10]1[C:14](=[O:15])[N:13]([CH3:16])[N:12]=[N:11]1.[F:17][C:18]1[CH:23]=[CH:22][C:21]([N:24]2[CH:28]=[CH:27][C:26]([OH:29])=[N:25]2)=[CH:20][CH:19]=1.C(=O)([O-])[O-].[K+].[K+].C(#N)C. (2) Given the product [Cl:18][C:19]1[CH:24]=[CH:23][C:22]([Cl:25])=[CH:21][C:20]=1[C:2]1[CH:7]=[CH:6][N:5]([CH:8]([CH3:16])[C:9]([O:11][C:12]([CH3:15])([CH3:14])[CH3:13])=[O:10])[C:4](=[O:17])[CH:3]=1, predict the reactants needed to synthesize it. The reactants are: Br[C:2]1[CH:7]=[CH:6][N:5]([CH:8]([CH3:16])[C:9]([O:11][C:12]([CH3:15])([CH3:14])[CH3:13])=[O:10])[C:4](=[O:17])[CH:3]=1.[Cl:18][C:19]1[CH:24]=[CH:23][C:22]([Cl:25])=[CH:21][C:20]=1B(O)O. (3) Given the product [NH2:1][C:2](=[O:35])[C@H:3]([NH:24][S:25]([C:28]1[CH:29]=[CH:30][C:31]([CH3:34])=[CH:32][CH:33]=1)(=[O:27])=[O:26])[CH2:4][C:5]1[N:6]=[N:7][N:8]([C@@H:10]2[CH2:19][CH2:18][CH2:17][C:16]3[CH:15]=[C:14]([C:20]([OH:22])=[O:21])[CH:13]=[CH:12][C:11]2=3)[CH:9]=1, predict the reactants needed to synthesize it. The reactants are: [NH2:1][C:2](=[O:35])[C@H:3]([NH:24][S:25]([C:28]1[CH:33]=[CH:32][C:31]([CH3:34])=[CH:30][CH:29]=1)(=[O:27])=[O:26])[CH2:4][C:5]1[N:6]=[N:7][N:8]([C@@H:10]2[CH2:19][CH2:18][CH2:17][C:16]3[CH:15]=[C:14]([C:20]([O:22]C)=[O:21])[CH:13]=[CH:12][C:11]2=3)[CH:9]=1.[Li+].[OH-]. (4) Given the product [CH3:3][CH:2]([NH:4][CH2:5][CH:6]([OH:19])[CH2:7][O:8][C:9]1[CH:10]=[CH:11][CH:12]=[C:13]2[CH:18]=[CH:17][CH:16]=[CH:15][C:14]=12)[CH3:1], predict the reactants needed to synthesize it. The reactants are: [CH3:1][CH:2]([NH:4][CH2:5][CH:6]([OH:19])[CH2:7][O:8][C:9]1[CH:10]=[CH:11][CH:12]=[C:13]2[CH:18]=[CH:17][CH:16]=[CH:15][C:14]=12)[CH3:3].Cl.[OH-].[Na+].